From a dataset of Peptide-MHC class I binding affinity with 185,985 pairs from IEDB/IMGT. Regression. Given a peptide amino acid sequence and an MHC pseudo amino acid sequence, predict their binding affinity value. This is MHC class I binding data. (1) The peptide sequence is TSKLNHHFP. The MHC is HLA-A01:01 with pseudo-sequence HLA-A01:01. The binding affinity (normalized) is 0.0847. (2) The peptide sequence is KVCAITPTI. The binding affinity (normalized) is 0.0936. The MHC is HLA-A68:02 with pseudo-sequence HLA-A68:02. (3) The peptide sequence is MEMRRCLLQSL. The MHC is HLA-B44:03 with pseudo-sequence HLA-B44:03. The binding affinity (normalized) is 0.456. (4) The peptide sequence is CLIPTVMAF. The MHC is HLA-A23:01 with pseudo-sequence HLA-A23:01. The binding affinity (normalized) is 0.593. (5) The peptide sequence is ASYAGAGAY. The MHC is BoLA-T2a with pseudo-sequence BoLA-T2a. The binding affinity (normalized) is 0.292. (6) The peptide sequence is AIGVLIGGLEW. The MHC is HLA-A29:02 with pseudo-sequence HLA-A29:02. The binding affinity (normalized) is 0.408. (7) The peptide sequence is STTTCEAGV. The MHC is HLA-A25:01 with pseudo-sequence HLA-A25:01. The binding affinity (normalized) is 0.0847. (8) The peptide sequence is APGWLIWTY. The MHC is HLA-A30:02 with pseudo-sequence HLA-A30:02. The binding affinity (normalized) is 0.461. (9) The peptide sequence is MLSATGLSL. The MHC is HLA-B07:02 with pseudo-sequence HLA-B07:02. The binding affinity (normalized) is 0.669. (10) The MHC is HLA-A11:01 with pseudo-sequence HLA-A11:01. The peptide sequence is KIGHHVELQH. The binding affinity (normalized) is 0.